This data is from Forward reaction prediction with 1.9M reactions from USPTO patents (1976-2016). The task is: Predict the product of the given reaction. (1) Given the reactants [C:1](Cl)(=O)[C:2]([Cl:4])=[O:3].[C:7]([C:9]1[CH:10]=C(C(O)=O)[CH:12]=[N:13][C:14]=1[O:15][CH:16]([CH3:18])[CH3:17])#[N:8].CN(C=O)C, predict the reaction product. The product is: [C:7]([C:9]1[CH:10]=[C:1]([C:2]([Cl:4])=[O:3])[CH:12]=[N:13][C:14]=1[O:15][CH:16]([CH3:18])[CH3:17])#[N:8]. (2) The product is: [Cl:24][C:6]1[CH:7]=[C:8]([CH:22]=[CH:23][C:5]=1[O:4][C:3]1[CH:25]=[CH:26][CH:27]=[CH:28][C:2]=1[C:32]1[CH:33]=[CH:34][N:29]=[CH:30][CH:31]=1)[C:9]([NH:11][CH2:12][C:13]1[C:14]([OH:21])=[N:15][C:16]([CH3:20])=[CH:17][C:18]=1[CH3:19])=[O:10]. Given the reactants Br[C:2]1[CH:28]=[CH:27][CH:26]=[CH:25][C:3]=1[O:4][C:5]1[CH:23]=[CH:22][C:8]([C:9]([NH:11][CH2:12][C:13]2[C:14]([OH:21])=[N:15][C:16]([CH3:20])=[CH:17][C:18]=2[CH3:19])=[O:10])=[CH:7][C:6]=1[Cl:24].[N:29]1[CH:34]=[CH:33][C:32](B(O)O)=[CH:31][CH:30]=1.C(=O)([O-])[O-].[Na+].[Na+].O1CCOCC1, predict the reaction product. (3) Given the reactants [Cl:1][C:2]1[CH:3]=[C:4]2[C:9](=[C:10]([Cl:12])[CH:11]=1)[CH2:8][N:7]([CH3:13])[CH2:6][CH:5]2[C:14]1[CH:15]=[C:16]([S:20]([Cl:23])(=[O:22])=[O:21])[CH:17]=[CH:18][CH:19]=1.Cl[C:25]1C=C(Cl)C=CC=1CNC, predict the reaction product. The product is: [Cl:1][C:2]1[CH:3]=[C:4]2[C:9](=[C:10]([Cl:12])[CH:11]=1)[CH2:8][N:7]([CH2:13][CH3:25])[CH2:6][CH:5]2[C:14]1[CH:15]=[C:16]([S:20]([Cl:23])(=[O:22])=[O:21])[CH:17]=[CH:18][CH:19]=1. (4) Given the reactants [NH2:1][C:2]1[CH:7]=[CH:6][C:5]([C:8]2[C:16]3[C:11](=[N:12][CH:13]=[CH:14][CH:15]=3)[NH:10][C:9]=2[C:17]([NH2:19])=[O:18])=[CH:4][CH:3]=1.[F:20][C:21]1[CH:22]=[C:23]([N:31]=[C:32]=[O:33])[CH:24]=[C:25]([C:27]([F:30])([F:29])[F:28])[CH:26]=1, predict the reaction product. The product is: [F:20][C:21]1[CH:22]=[C:23]([NH:31][C:32](=[O:33])[NH:1][C:2]2[CH:3]=[CH:4][C:5]([C:8]3[C:16]4[C:11](=[N:12][CH:13]=[CH:14][CH:15]=4)[NH:10][C:9]=3[C:17]([NH2:19])=[O:18])=[CH:6][CH:7]=2)[CH:24]=[C:25]([C:27]([F:29])([F:30])[F:28])[CH:26]=1.